The task is: Predict the reaction yield, written as a fraction of the theoretical maximum amount of product (1.0 means a 100% yield; for example, 0.34 means a 34% yield).. This data is from Reaction yield outcomes from USPTO patents with 853,638 reactions. (1) The product is [ClH:33].[O:1]=[C:2]1[C:10]2[C:5](=[CH:6][C:7]([N:11]([CH2:16][CH2:17][N:18]3[CH2:19][CH2:20][CH2:21][CH2:22][CH2:23]3)[S:12]([CH3:15])(=[O:14])=[O:13])=[CH:8][CH:9]=2)[C:4](=[O:24])[N:3]1[CH2:25][C:26]([OH:28])=[O:27]. The yield is 0.940. The catalyst is O1CCOCC1. The reactants are [O:1]=[C:2]1[C:10]2[C:5](=[CH:6][C:7]([N:11]([CH2:16][CH2:17][N:18]3[CH2:23][CH2:22][CH2:21][CH2:20][CH2:19]3)[S:12]([CH3:15])(=[O:14])=[O:13])=[CH:8][CH:9]=2)[C:4](=[O:24])[N:3]1[CH2:25][C:26]([O:28]C(C)(C)C)=[O:27].[ClH:33]. (2) The reactants are [CH2:1]([C:3]1[C:4]([O:15]C)=[N:5][C:6]([CH3:14])=[C:7]([N:9]2[CH:13]=[CH:12][CH:11]=[N:10]2)[CH:8]=1)[CH3:2].[I-].[Na+].C(#N)C.Cl[Si](C)(C)C. The catalyst is O. The product is [CH2:1]([C:3]1[C:4](=[O:15])[NH:5][C:6]([CH3:14])=[C:7]([N:9]2[CH:13]=[CH:12][CH:11]=[N:10]2)[CH:8]=1)[CH3:2]. The yield is 0.820. (3) The reactants are [CH3:1][O:2][C:3]1[CH:8]=[CH:7][C:6]([C:9]([F:12])([F:11])[F:10])=[CH:5][C:4]=1[N:13]=[C:14]=[O:15].[NH2:16][C:17]1[CH:34]=[CH:33][C:20]([O:21][C:22]2[CH:23]=[C:24]3[C:28](=[CH:29][CH:30]=2)[C:27](=[O:31])[NH:26][C:25]3=[O:32])=[CH:19][CH:18]=1.CO. The catalyst is C(Cl)Cl. The product is [CH3:1][O:2][C:3]1[CH:8]=[CH:7][C:6]([C:9]([F:12])([F:11])[F:10])=[CH:5][C:4]=1[NH:13][C:14]([NH:16][C:17]1[CH:18]=[CH:19][C:20]([O:21][C:22]2[CH:23]=[C:24]3[C:28](=[CH:29][CH:30]=2)[C:27](=[O:31])[NH:26][C:25]3=[O:32])=[CH:33][CH:34]=1)=[O:15]. The yield is 0.960. (4) The reactants are [NH2:1][C:2]1[CH:31]=[CH:30][C:5]2[NH:6][C:7]([C:12]3[C:13](=[O:29])[C:14]([CH2:24][CH:25]4[CH2:28][CH2:27][CH2:26]4)([CH3:23])[C:15]4[C:20]([C:21]=3[OH:22])=[CH:19][CH:18]=[CH:17][CH:16]=4)=[N:8][S:9](=[O:11])(=[O:10])[C:4]=2[CH:3]=1.N1C=CC=CC=1.[CH3:38][S:39](Cl)(=[O:41])=[O:40]. The catalyst is ClCCl. The product is [CH:25]1([CH2:24][C:14]2([CH3:23])[C:15]3[C:20](=[CH:19][CH:18]=[CH:17][CH:16]=3)[C:21]([OH:22])=[C:12]([C:7]3[NH:6][C:5]4[CH:30]=[CH:31][C:2]([NH:1][S:39]([CH3:38])(=[O:41])=[O:40])=[CH:3][C:4]=4[S:9](=[O:11])(=[O:10])[N:8]=3)[C:13]2=[O:29])[CH2:28][CH2:27][CH2:26]1. The yield is 0.840.